Dataset: Forward reaction prediction with 1.9M reactions from USPTO patents (1976-2016). Task: Predict the product of the given reaction. Given the reactants C1C=C[NH+]=CC=1.[O-][Cr](Cl)(=O)=O.[OH:12][CH2:13][C:14]1[CH:19]=[CH:18][C:17]([NH:20][C:21](=[O:27])[O:22][C:23]([CH3:26])([CH3:25])[CH3:24])=[C:16]([O:28][CH3:29])[CH:15]=1, predict the reaction product. The product is: [CH:13]([C:14]1[CH:19]=[CH:18][C:17]([NH:20][C:21](=[O:27])[O:22][C:23]([CH3:24])([CH3:25])[CH3:26])=[C:16]([O:28][CH3:29])[CH:15]=1)=[O:12].